From a dataset of CYP3A4 inhibition data for predicting drug metabolism from PubChem BioAssay. Regression/Classification. Given a drug SMILES string, predict its absorption, distribution, metabolism, or excretion properties. Task type varies by dataset: regression for continuous measurements (e.g., permeability, clearance, half-life) or binary classification for categorical outcomes (e.g., BBB penetration, CYP inhibition). Dataset: cyp3a4_veith. The drug is COC(=O)[C@@]1(Cc2ccccc2)[C@H]2c3cc(C(=O)N4CCCC4)n(Cc4ccc(OC)c(OC)c4)c3C[C@H]2CN1C(=O)c1ccccc1. The result is 1 (inhibitor).